Dataset: Full USPTO retrosynthesis dataset with 1.9M reactions from patents (1976-2016). Task: Predict the reactants needed to synthesize the given product. (1) Given the product [F:16][C:17]1[C:18]([Sn:27]([CH2:29][CH2:30][CH2:31][CH3:32])([CH2:33][CH2:34][CH2:35][CH3:36])[CH2:23][CH2:24][CH2:25][CH3:26])=[N:19][CH:20]=[CH:21][CH:22]=1, predict the reactants needed to synthesize it. The reactants are: CC1(C)CCCC(C)(C)N1.[Li]CCCC.[F:16][C:17]1[CH:18]=[N:19][CH:20]=[CH:21][CH:22]=1.[CH2:23]([Sn:27]([CH2:33][CH2:34][CH2:35][CH3:36])([CH2:29][CH2:30][CH2:31][CH3:32])Cl)[CH2:24][CH2:25][CH3:26].[NH4+].[Cl-]. (2) Given the product [Cl:26][C:27]1[CH:28]=[C:29]([NH:34][C:35]([N:14]2[CH2:15][CH2:16][N:11]3[CH:10]=[CH:9][C:8]([C:5]4[CH:4]=[CH:3][C:2]([F:1])=[CH:7][CH:6]=4)=[C:12]3[CH2:13]2)=[O:36])[CH:30]=[CH:31][C:32]=1[F:33], predict the reactants needed to synthesize it. The reactants are: [F:1][C:2]1[CH:7]=[CH:6][C:5]([C:8]2[CH:9]=[CH:10][N:11]3[CH2:16][CH2:15][NH:14][CH2:13][C:12]=23)=[CH:4][CH:3]=1.CCN(C(C)C)C(C)C.[Cl:26][C:27]1[CH:28]=[C:29]([NH:34][C:35](=O)[O:36]C2C=CC=CC=2)[CH:30]=[CH:31][C:32]=1[F:33]. (3) Given the product [C:17]([O:20][C:12]1([N:15]=[O:16])[CH2:13][CH2:14][N:9]([C:1](=[O:8])[C:2]2[CH:3]=[CH:4][CH:5]=[CH:6][CH:7]=2)[CH2:10][CH2:11]1)(=[O:19])[CH3:18], predict the reactants needed to synthesize it. The reactants are: [C:1]([N:9]1[CH2:14][CH2:13][C:12](=[N:15][OH:16])[CH2:11][CH2:10]1)(=[O:8])[C:2]1[CH:7]=[CH:6][CH:5]=[CH:4][CH:3]=1.[C:17]([O-:20])(=[O:19])[CH3:18].[C:17]([O-:20])(=[O:19])[CH3:18].[C:17]([O-:20])(=[O:19])[CH3:18].[C:17]([O-:20])(=[O:19])[CH3:18].[Pb+4].